This data is from Forward reaction prediction with 1.9M reactions from USPTO patents (1976-2016). The task is: Predict the product of the given reaction. Given the reactants [Si]([O:8][C@@H:9]1[CH2:13][N:12](C(OC(C)(C)C)=O)[C@H:11]([C:21]2[N:30]([C:31]3[CH:36]=[CH:35][CH:34]=[CH:33][CH:32]=3)[C:29](=[O:37])[C:28]3[C:23](=[CH:24][CH:25]=[C:26]([F:44])[C:27]=3[C:38]3[CH:39]=[N:40][N:41]([CH3:43])[CH:42]=3)[N:22]=2)[CH2:10]1)(C(C)(C)C)(C)C.OP(O)(O)=O.O.C([O-])(O)=O.[Na+], predict the reaction product. The product is: [F:44][C:26]1[C:27]([C:38]2[CH:39]=[N:40][N:41]([CH3:43])[CH:42]=2)=[C:28]2[C:23](=[CH:24][CH:25]=1)[N:22]=[C:21]([C@@H:11]1[CH2:10][C@H:9]([OH:8])[CH2:13][NH:12]1)[N:30]([C:31]1[CH:32]=[CH:33][CH:34]=[CH:35][CH:36]=1)[C:29]2=[O:37].